From a dataset of Reaction yield outcomes from USPTO patents with 853,638 reactions. Predict the reaction yield, written as a fraction of the theoretical maximum amount of product (1.0 means a 100% yield; for example, 0.34 means a 34% yield). The reactants are [N:1]1[CH:6]=[CH:5][CH:4]=[N:3][C:2]=1[CH2:7][CH:8]1[CH2:13][CH2:12][CH2:11][N:10](C(OC(C)(C)C)=O)[CH2:9]1.Cl. The catalyst is C(OCC)C.C(Cl)Cl. The product is [NH:10]1[CH2:11][CH2:12][CH2:13][CH:8]([CH2:7][C:2]2[N:1]=[CH:6][CH:5]=[CH:4][N:3]=2)[CH2:9]1. The yield is 0.860.